This data is from Reaction yield outcomes from USPTO patents with 853,638 reactions. The task is: Predict the reaction yield, written as a fraction of the theoretical maximum amount of product (1.0 means a 100% yield; for example, 0.34 means a 34% yield). (1) The reactants are [NH2:1][C:2]1[C:3]([F:22])=[CH:4][C:5]([F:21])=[C:6]([C@:8]2([CH3:20])[C:14]([F:16])([F:15])[C:13]([CH3:18])([CH3:17])[O:12][CH2:11][C:10](=[S:19])[NH:9]2)[CH:7]=1.[C:23]([C:25]1[CH:26]=[CH:27][C:28]([C:31](O)=[O:32])=[N:29][CH:30]=1)#[N:24]. No catalyst specified. The product is [C:23]([C:25]1[CH:26]=[CH:27][C:28]([C:31]([NH:1][C:2]2[CH:7]=[C:6]([C@:8]3([CH3:20])[C:14]([F:15])([F:16])[C:13]([CH3:17])([CH3:18])[O:12][CH2:11][C:10](=[S:19])[NH:9]3)[C:5]([F:21])=[CH:4][C:3]=2[F:22])=[O:32])=[N:29][CH:30]=1)#[N:24]. The yield is 0.820. (2) The reactants are [CH3:1][C:2]1[CH:7]=[C:6]([N+:8]([O-:10])=[O:9])[CH:5]=[CH:4][C:3]=1[OH:11].C([O-])([O-])=O.[Cs+].[Cs+].Cl[C:19]([F:24])([F:23])C([O-])=O.[Na+]. The catalyst is CN(C)C=O.O. The product is [F:23][CH:19]([F:24])[O:11][C:3]1[CH:4]=[CH:5][C:6]([N+:8]([O-:10])=[O:9])=[CH:7][C:2]=1[CH3:1]. The yield is 0.860. (3) The reactants are [CH2:1]([N:8]([CH2:20][C:21]1[CH:26]=[CH:25][CH:24]=[CH:23][CH:22]=1)[CH:9]1[CH2:13][CH:12]([C:14]([O:16]CC)=[O:15])[CH:11]([CH3:19])[CH2:10]1)[C:2]1[CH:7]=[CH:6][CH:5]=[CH:4][CH:3]=1. The catalyst is Cl.O1CCOCC1. The product is [CH2:20]([N:8]([CH2:1][C:2]1[CH:7]=[CH:6][CH:5]=[CH:4][CH:3]=1)[CH:9]1[CH2:13][CH:12]([C:14]([OH:16])=[O:15])[CH:11]([CH3:19])[CH2:10]1)[C:21]1[CH:22]=[CH:23][CH:24]=[CH:25][CH:26]=1. The yield is 0.980. (4) The reactants are [CH3:1][C:2]1([CH3:19])[CH2:6][C:5]2[CH:7]=[C:8]([N:14]3[CH:18]=[N:17][N:16]=[N:15]3)[CH:9]=[C:10]([C:11](O)=[O:12])[C:4]=2[O:3]1.CN1CCOCC1.C(OC(Cl)=O)C(C)C.[BH4-].[Na+]. The catalyst is O.O1CCCC1. The product is [CH3:1][C:2]1([CH3:19])[CH2:6][C:5]2[CH:7]=[C:8]([N:14]3[CH:18]=[N:17][N:16]=[N:15]3)[CH:9]=[C:10]([CH2:11][OH:12])[C:4]=2[O:3]1. The yield is 0.610. (5) The reactants are [C:1]([O:5][C:6]([NH:8][C@@H:9]([C:11]1[O:15][N:14]=[C:13]([C:16](O)=O)[CH:12]=1)[CH3:10])=[O:7])([CH3:4])([CH3:3])[CH3:2].CCN(CC)CC.ClC(OCC(C)C)=O.[F:34][C:35]([F:45])([F:44])[C:36]1[CH:37]=[C:38]([NH2:43])[C:39]([NH2:42])=[CH:40][CH:41]=1. The catalyst is C1COCC1.O. The product is [F:34][C:35]([F:44])([F:45])[C:36]1[CH:41]=[CH:40][C:39]2[N:42]=[C:16]([C:13]3[CH:12]=[C:11]([C@H:9]([NH:8][C:6](=[O:7])[O:5][C:1]([CH3:2])([CH3:3])[CH3:4])[CH3:10])[O:15][N:14]=3)[NH:43][C:38]=2[CH:37]=1. The yield is 0.888. (6) The reactants are [NH2:1][C:2]1[N:6]([C:7]2[CH:12]=[CH:11][CH:10]=[CH:9][CH:8]=2)[NH:5][C:4](=[O:13])[C:3]=1[CH3:14].C([O-])([O-])=O.[K+].[K+].[CH3:21][N:22]([CH3:26])[C:23](Cl)=[O:24].O. The catalyst is CN(C=O)C. The product is [CH3:21][N:22]([CH3:26])[C:23](=[O:24])[O:13][C:4]1[C:3]([CH3:14])=[C:2]([NH2:1])[N:6]([C:7]2[CH:12]=[CH:11][CH:10]=[CH:9][CH:8]=2)[N:5]=1. The yield is 0.970. (7) The reactants are [CH2:1]([N:4]([CH2:10][CH2:11][CH3:12])[CH2:5][CH2:6][CH2:7][C:8]#[N:9])[CH2:2][CH3:3].[OH-].[Na+].[H][H]. The catalyst is [Ni].C(O)C. The product is [CH2:10]([N:4]([CH2:1][CH2:2][CH3:3])[CH2:5][CH2:6][CH2:7][CH2:8][NH2:9])[CH2:11][CH3:12]. The yield is 0.667. (8) The reactants are [Cl:1][C:2]1[CH:7]=[CH:6][C:5](I)=[CH:4][C:3]=1[Cl:9].C([Li])CCC.C[O:16][C:17]1[CH2:21][CH2:20][C:19](=O)[CH:18]=1. The catalyst is C1COCC1. The product is [Cl:9][C:3]1[CH:4]=[C:5]([C:19]2[CH2:20][CH2:21][C:17](=[O:16])[CH:18]=2)[CH:6]=[CH:7][C:2]=1[Cl:1]. The yield is 0.360.